This data is from Catalyst prediction with 721,799 reactions and 888 catalyst types from USPTO. The task is: Predict which catalyst facilitates the given reaction. (1) Reactant: C[O:2][C:3](=[O:33])[CH2:4][N:5]1[C:13]2[C:8](=[CH:9][C:10]([F:14])=[CH:11][CH:12]=2)[C:7]([CH2:15][C:16]2[CH:21]=[CH:20][C:19]([Cl:22])=[CH:18][C:17]=2[S:23]([C:26]2[CH:31]=[CH:30][CH:29]=[CH:28][CH:27]=2)(=[O:25])=[O:24])=[C:6]1[CH3:32].[OH-].[Li+]. Product: [C:26]1([S:23]([C:17]2[CH:18]=[C:19]([Cl:22])[CH:20]=[CH:21][C:16]=2[CH2:15][C:7]2[C:8]3[C:13](=[CH:12][CH:11]=[C:10]([F:14])[CH:9]=3)[N:5]([CH2:4][C:3]([OH:33])=[O:2])[C:6]=2[CH3:32])(=[O:24])=[O:25])[CH:27]=[CH:28][CH:29]=[CH:30][CH:31]=1. The catalyst class is: 7. (2) Reactant: C(OC(=O)[NH:7][CH2:8][CH:9]1[CH2:14][CH2:13][CH2:12][CH:11]([C:15](=[O:29])[NH:16][C:17]2[CH:18]=[CH:19][CH:20]=[C:21]3[C:26]=2[N:25]=[C:24]([O:27][CH3:28])[CH:23]=[CH:22]3)[CH2:10]1)(C)(C)C.B(F)(F)F.CCOCC. Product: [CH3:28][O:27][C:24]1[CH:23]=[CH:22][C:21]2[C:26](=[C:17]([NH:16][C:15]([CH:11]3[CH2:12][CH2:13][CH2:14][CH:9]([CH2:8][NH2:7])[CH2:10]3)=[O:29])[CH:18]=[CH:19][CH:20]=2)[N:25]=1. The catalyst class is: 4. (3) Reactant: [CH2:1]([N:3]1[C:9]2[N:10]=[CH:11][C:12]([CH2:14][CH2:15][O:16][C:17]3[CH:22]=[CH:21][C:20]([C:23]4[CH:27]=[C:26]([C:28]([O:30]CC)=[O:29])[O:25][N:24]=4)=[CH:19][C:18]=3[CH3:33])=[CH:13][C:8]=2[C:7](=[O:34])[N:6]([CH3:35])[C:5]2[CH:36]=[CH:37][CH:38]=[N:39][C:4]1=2)[CH3:2].[OH-].[Na+]. Product: [CH2:1]([N:3]1[C:9]2[N:10]=[CH:11][C:12]([CH2:14][CH2:15][O:16][C:17]3[CH:22]=[CH:21][C:20]([C:23]4[CH:27]=[C:26]([C:28]([OH:30])=[O:29])[O:25][N:24]=4)=[CH:19][C:18]=3[CH3:33])=[CH:13][C:8]=2[C:7](=[O:34])[N:6]([CH3:35])[C:5]2[CH:36]=[CH:37][CH:38]=[N:39][C:4]1=2)[CH3:2]. The catalyst class is: 36. (4) Reactant: [O:1]1[C:5]2[CH:6]=[CH:7][CH:8]=[CH:9][C:4]=2[N:3]=[C:2]1[C:10]1[CH:11]=[C:12]([NH2:17])[CH:13]=[CH:14][C:15]=1[Cl:16].N1C=CC=CC=1.[C:24](Cl)(=[O:27])[CH2:25][CH3:26]. Product: [O:1]1[C:5]2[CH:6]=[CH:7][CH:8]=[CH:9][C:4]=2[N:3]=[C:2]1[C:10]1[CH:11]=[C:12]([NH:17][C:24](=[O:27])[CH2:25][CH3:26])[CH:13]=[CH:14][C:15]=1[Cl:16]. The catalyst class is: 7. (5) Reactant: [NH2:1][C:2]1[CH:16]=[CH:15][CH:14]=[C:13]([Cl:17])[C:3]=1[C:4]([NH:6][C:7]1[CH:12]=[CH:11][CH:10]=[CH:9][CH:8]=1)=[O:5].[C:18]([O:22][C:23]([NH:25][C@@H:26]([CH3:30])[C:27](O)=[O:28])=[O:24])([CH3:21])([CH3:20])[CH3:19].CCN(C(C)C)C(C)C.CN(C(ON1N=NC2C=CC=NC1=2)=[N+](C)C)C.F[P-](F)(F)(F)(F)F. Product: [Cl:17][C:13]1[C:3]([C:4](=[O:5])[NH:6][C:7]2[CH:12]=[CH:11][CH:10]=[CH:9][CH:8]=2)=[C:2]([NH:1][C:27](=[O:28])[C@@H:26]([NH:25][C:23](=[O:24])[O:22][C:18]([CH3:20])([CH3:19])[CH3:21])[CH3:30])[CH:16]=[CH:15][CH:14]=1. The catalyst class is: 2. (6) Reactant: [F:1][C:2]([F:21])([F:20])[C:3]1[C:11]([C:12]#[N:13])=[CH:10][CH:9]=[C:8]2[C:4]=1[CH:5]=[C:6]([CH2:14][CH2:15][C:16]([F:19])([F:18])[F:17])[NH:7]2.C([O-])([O-])=O.[Cs+].[Cs+].Br[CH2:29][C:30]([NH2:32])=[O:31]. Product: [C:12]([C:11]1[C:3]([C:2]([F:1])([F:20])[F:21])=[C:4]2[C:8](=[CH:9][CH:10]=1)[N:7]([CH2:29][C:30]([NH2:32])=[O:31])[C:6]([CH2:14][CH2:15][C:16]([F:19])([F:18])[F:17])=[CH:5]2)#[N:13]. The catalyst class is: 10. (7) Reactant: C(OC([N:11]1[CH2:18][C@@H:17]2[C@@H:13]([N:14]([C:19]3[CH:24]=[CH:23][C:22]([C:25]4[CH:30]=[CH:29][C:28]([C:31]#[N:32])=[CH:27][CH:26]=4)=[CH:21][CH:20]=3)[CH2:15][CH2:16]2)[CH2:12]1)=O)C1C=CC=CC=1. Product: [N:14]1([C:19]2[CH:20]=[CH:21][C:22]([C:25]3[CH:30]=[CH:29][C:28]([C:31]#[N:32])=[CH:27][CH:26]=3)=[CH:23][CH:24]=2)[CH2:15][CH2:16][C@@H:17]2[CH2:18][NH:11][CH2:12][C@H:13]12. The catalyst class is: 55. (8) Reactant: [CH3:1][C:2]1[CH:7]=[C:6]([CH3:8])[N:5]=[C:4]([N:9]2[CH2:14][CH2:13][O:12][CH2:11][CH2:10]2)[CH:3]=1.[N:15]([O-:17])=[O:16].[Na+]. Product: [CH3:1][C:2]1[C:7]([N+:15]([O-:17])=[O:16])=[C:6]([CH3:8])[N:5]=[C:4]([N:9]2[CH2:10][CH2:11][O:12][CH2:13][CH2:14]2)[CH:3]=1. The catalyst class is: 55. (9) Reactant: Cl[C:2]([O:4][CH3:5])=[O:3].[F:6][C:7]1[CH:12]=[CH:11][C:10]([O:13][CH2:14][C@@H:15]2[CH2:19][CH2:18][CH2:17][O:16]2)=[CH:9][C:8]=1[C:20]1[C:28]2[C:27]([NH2:29])=[N:26][CH:25]=[N:24][C:23]=2[N:22]([C@H:30]2[CH2:33][C@@H:32]([N:34]3[CH2:39][CH2:38][NH:37][CH2:36][CH2:35]3)[CH2:31]2)[CH:21]=1.C(N(CC)CC)C. Product: [CH3:5][O:4][C:2]([N:37]1[CH2:36][CH2:35][N:34]([C@H:32]2[CH2:33][C@@H:30]([N:22]3[C:23]4[N:24]=[CH:25][N:26]=[C:27]([NH2:29])[C:28]=4[C:20]([C:8]4[CH:9]=[C:10]([O:13][CH2:14][C@@H:15]5[CH2:19][CH2:18][CH2:17][O:16]5)[CH:11]=[CH:12][C:7]=4[F:6])=[CH:21]3)[CH2:31]2)[CH2:39][CH2:38]1)=[O:3]. The catalyst class is: 2. (10) Reactant: [NH2:1][C@H:2]1[CH2:7][CH2:6][C@H:5]([C:8]([OH:10])=[O:9])[CH2:4][CH2:3]1.C([O-])([O-])=O.[K+].[K+].[CH:17]1[CH:22]=[CH:21][C:20]([CH2:23]Br)=[CH:19][CH:18]=1. Product: [CH2:23]([N:1]([C@H:2]1[CH2:7][CH2:6][C@H:5]([C:8]([O:10][CH2:8][C:5]2[CH:6]=[CH:7][CH:2]=[CH:3][CH:4]=2)=[O:9])[CH2:4][CH2:3]1)[CH2:23][C:20]1[CH:21]=[CH:22][CH:17]=[CH:18][CH:19]=1)[C:20]1[CH:21]=[CH:22][CH:17]=[CH:18][CH:19]=1. The catalyst class is: 23.